Task: Predict the product of the given reaction.. Dataset: Forward reaction prediction with 1.9M reactions from USPTO patents (1976-2016) (1) The product is: [CH3:1][O:2][CH2:3][O:4][C:5]1[CH:6]=[C:7]([CH:8]=[CH:9][CH:10]=1)[O:28][C:16]1[CH:17]=[C:18]([CH:23]=[CH:24][CH:25]=1)[C:19]([O:21][CH3:22])=[O:20]. Given the reactants [CH3:1][O:2][CH2:3][O:4][C:5]1[CH:6]=[C:7](B(O)O)[CH:8]=[CH:9][CH:10]=1.OC[C:16]1[CH:17]=[C:18]([CH:23]=[CH:24][CH:25]=1)[C:19]([O:21][CH3:22])=[O:20].C(OCC)(=[O:28])C, predict the reaction product. (2) Given the reactants Br[C:2]1[CH:13]=[CH:12][C:5]([C:6]([NH:8][CH:9]([CH3:11])[CH3:10])=[O:7])=[CH:4][CH:3]=1.Cl.[CH3:15][Si:16]([CH3:43])([CH3:42])[CH2:17][CH2:18][O:19][CH2:20][N:21]1[C:25]2[N:26]=[CH:27][N:28]=[C:29]([C:30]3[CH:31]=[N:32][N:33]([C:35]4([CH2:39][C:40]#[N:41])[CH2:38][NH:37][CH2:36]4)[CH:34]=3)[C:24]=2[CH:23]=[CH:22]1.CC1(C)C2C=CC=C(P(C3C=CC=CC=3)C3C=CC=CC=3)C=2OC2C1=CC=CC=2P(C1C=CC=CC=1)C1C=CC=CC=1.C(=O)([O-])[O-].[Cs+].[Cs+], predict the reaction product. The product is: [C:40]([CH2:39][C:35]1([N:33]2[CH:34]=[C:30]([C:29]3[C:24]4[CH:23]=[CH:22][N:21]([CH2:20][O:19][CH2:18][CH2:17][Si:16]([CH3:15])([CH3:43])[CH3:42])[C:25]=4[N:26]=[CH:27][N:28]=3)[CH:31]=[N:32]2)[CH2:36][N:37]([C:2]2[CH:13]=[CH:12][C:5]([C:6]([NH:8][CH:9]([CH3:11])[CH3:10])=[O:7])=[CH:4][CH:3]=2)[CH2:38]1)#[N:41]. (3) Given the reactants C(N(C(C)C)CC)(C)C.[C@@H:10]1([C:16]([OH:18])=O)[CH2:12][C@@H:11]1[C:13]([OH:15])=[O:14].[CH3:19][NH:20][CH2:21][CH2:22][CH3:23].F[P-](F)(F)(F)(F)F.N1(OC(N(C)C)=[N+](C)C)C2C=CC=CC=2N=N1.C1C=CC2N(O)N=NC=2C=1, predict the reaction product. The product is: [CH3:19][N:20]([CH2:21][CH2:22][CH3:23])[C:16]([C@H:10]1[CH2:12][C@H:11]1[C:13]([OH:15])=[O:14])=[O:18]. (4) Given the reactants [C:1]([C:8]1[NH:9][CH:10]=[CH:11]N=1)([C:3]1[NH:4]C=CN=1)=O.[Cl:13][C:14]1[N:22]=[CH:21][C:20]([F:23])=[CH:19][C:15]=1[C:16]([OH:18])=O.NC1CCN(N[C:32](=[O:38])[O:33][C:34]([CH3:37])([CH3:36])[CH3:35])CC1, predict the reaction product. The product is: [Cl:13][C:14]1[C:15]([C:16]([NH:4][CH:3]2[CH2:1][CH2:8][N:9]([C:32]([O:33][C:34]([CH3:37])([CH3:36])[CH3:35])=[O:38])[CH2:10][CH2:11]2)=[O:18])=[CH:19][C:20]([F:23])=[CH:21][N:22]=1. (5) Given the reactants [Br:1][C:2]1[C:3]([O:25][CH3:26])=[CH:4][C:5](F)=[C:6]([CH:23]=1)[C:7]([C:9](=[CH:15][NH:16][C@H:17]([CH2:21][OH:22])[CH:18]([CH3:20])[CH3:19])[C:10]([O:12][CH2:13][CH3:14])=[O:11])=[O:8].C(=O)([O-])[O-].[K+].[K+].C1(C)C=CC=CC=1, predict the reaction product. The product is: [Br:1][C:2]1[CH:23]=[C:6]2[C:5](=[CH:4][C:3]=1[O:25][CH3:26])[N:16]([C@H:17]([CH2:21][OH:22])[CH:18]([CH3:20])[CH3:19])[CH:15]=[C:9]([C:10]([O:12][CH2:13][CH3:14])=[O:11])[C:7]2=[O:8].